Dataset: Reaction yield outcomes from USPTO patents with 853,638 reactions. Task: Predict the reaction yield, written as a fraction of the theoretical maximum amount of product (1.0 means a 100% yield; for example, 0.34 means a 34% yield). The reactants are [C:1]([O:5][C:6]([N:8]1[CH2:13][CH2:12][C:11]([NH:17][C:18]([O:20][C:21]([CH3:24])([CH3:23])[CH3:22])=[O:19])([C:14](O)=[O:15])[CH2:10][CH2:9]1)=[O:7])([CH3:4])([CH3:3])[CH3:2].CN(C(ON1N=NC2C=CC=NC1=2)=[N+](C)C)C.F[P-](F)(F)(F)(F)F.C(N(C(C)C)C(C)C)C.[Cl:58][C:59]1[CH:66]=[CH:65][C:62]([CH2:63][NH2:64])=[CH:61][CH:60]=1. The catalyst is O.ClCCl.CN(C=O)C. The product is [C:1]([O:5][C:6]([N:8]1[CH2:9][CH2:10][C:11]([NH:17][C:18]([O:20][C:21]([CH3:22])([CH3:24])[CH3:23])=[O:19])([C:14](=[O:15])[NH:64][CH2:63][C:62]2[CH:65]=[CH:66][C:59]([Cl:58])=[CH:60][CH:61]=2)[CH2:12][CH2:13]1)=[O:7])([CH3:4])([CH3:3])[CH3:2]. The yield is 0.860.